This data is from NCI-60 drug combinations with 297,098 pairs across 59 cell lines. The task is: Regression. Given two drug SMILES strings and cell line genomic features, predict the synergy score measuring deviation from expected non-interaction effect. (1) Drug 1: CC1=C2C(C(=O)C3(C(CC4C(C3C(C(C2(C)C)(CC1OC(=O)C(C(C5=CC=CC=C5)NC(=O)OC(C)(C)C)O)O)OC(=O)C6=CC=CC=C6)(CO4)OC(=O)C)OC)C)OC. Drug 2: COC1=C2C(=CC3=C1OC=C3)C=CC(=O)O2. Cell line: SNB-19. Synergy scores: CSS=48.3, Synergy_ZIP=7.86, Synergy_Bliss=8.22, Synergy_Loewe=-22.6, Synergy_HSA=7.39. (2) Drug 1: CC1=C(C=C(C=C1)NC2=NC=CC(=N2)N(C)C3=CC4=NN(C(=C4C=C3)C)C)S(=O)(=O)N.Cl. Drug 2: CCCCCOC(=O)NC1=NC(=O)N(C=C1F)C2C(C(C(O2)C)O)O. Cell line: HT29. Synergy scores: CSS=-2.23, Synergy_ZIP=2.28, Synergy_Bliss=2.98, Synergy_Loewe=-0.649, Synergy_HSA=-0.495.